From a dataset of Forward reaction prediction with 1.9M reactions from USPTO patents (1976-2016). Predict the product of the given reaction. (1) Given the reactants I[C:2]1[C:3]([CH3:22])=[CH:4][C:5]([O:20][CH3:21])=[C:6]([CH:19]=1)[C:7]([NH:9][C:10]1([C:13]2[N:18]=[CH:17][CH:16]=[CH:15][N:14]=2)[CH2:12][CH2:11]1)=[O:8].[B:23]1([B:23]2[O:27][C:26]([CH3:29])([CH3:28])[C:25]([CH3:31])([CH3:30])[O:24]2)[O:27][C:26]([CH3:29])([CH3:28])[C:25]([CH3:31])([CH3:30])[O:24]1.C([O-])(=O)C.[K+], predict the reaction product. The product is: [CH3:21][O:20][C:5]1[CH:4]=[C:3]([CH3:22])[C:2]([B:23]2[O:27][C:26]([CH3:29])([CH3:28])[C:25]([CH3:31])([CH3:30])[O:24]2)=[CH:19][C:6]=1[C:7]([NH:9][C:10]1([C:13]2[N:18]=[CH:17][CH:16]=[CH:15][N:14]=2)[CH2:12][CH2:11]1)=[O:8]. (2) Given the reactants C([N:4]1[CH2:9][CH2:8][CH:7]([C:10]2[C:18]3[C:13](=[CH:14][CH:15]=[C:16]([O:19][CH2:20][C:21]4[CH:26]=[CH:25][CH:24]=[CH:23][CH:22]=4)[CH:17]=3)[NH:12][CH:11]=2)[CH2:6][CH2:5]1)(=O)C.[OH-].[Na+].C(O)C, predict the reaction product. The product is: [CH2:20]([O:19][C:16]1[CH:17]=[C:18]2[C:13](=[CH:14][CH:15]=1)[NH:12][CH:11]=[C:10]2[CH:7]1[CH2:8][CH2:9][NH:4][CH2:5][CH2:6]1)[C:21]1[CH:26]=[CH:25][CH:24]=[CH:23][CH:22]=1. (3) Given the reactants OCCCC1CC=1.C[N:9]1[CH:13]=[CH:12][CH:11]=[C:10]1[C:14]([OH:16])=[O:15].O.[C:18]1([CH3:28])[CH:23]=[CH:22][C:21](S(O)(=O)=O)=[CH:20][CH:19]=1.C1(N=C=NC2CCCCC2)CCCCC1, predict the reaction product. The product is: [CH3:28][CH:18]([C:19]1[CH2:20][CH:21]=1)[CH:23]([O:16][C:14]([C:10]1[NH:9][CH:13]=[CH:12][CH:11]=1)=[O:15])[CH3:22]. (4) The product is: [CH2:18]([O:25][C:26]1[C:34]([CH3:35])=[CH:33][C:29]([C:30]2[O:12][N:11]=[C:9]([C:8]3[CH:13]=[C:14]([O:16][CH3:17])[N:15]=[C:6]([CH:1]4[CH2:2][CH2:3][CH2:4][CH2:5]4)[CH:7]=3)[N:10]=2)=[CH:28][C:27]=1[CH2:36][CH3:37])[C:19]1[CH:24]=[CH:23][CH:22]=[CH:21][CH:20]=1. Given the reactants [CH:1]1([C:6]2[CH:7]=[C:8]([CH:13]=[C:14]([O:16][CH3:17])[N:15]=2)[C:9]([NH:11][OH:12])=[NH:10])[CH2:5][CH2:4][CH2:3][CH2:2]1.[CH2:18]([O:25][C:26]1[C:34]([CH3:35])=[CH:33][C:29]([C:30](O)=O)=[CH:28][C:27]=1[CH2:36][CH3:37])[C:19]1[CH:24]=[CH:23][CH:22]=[CH:21][CH:20]=1.CCN(C(C)C)C(C)C.CN(C(ON1N=NC2C=CC=CC1=2)=[N+](C)C)C.[B-](F)(F)(F)F, predict the reaction product. (5) Given the reactants [CH3:1][O:2][C:3]1[C:8]([NH2:9])=[CH:7][C:6]([C:10]#[C:11][C:12]2[C:13]([CH3:24])=[N:14][CH:15]=[N:16][C:17]=2[N:18]2[CH2:23][CH2:22][O:21][CH2:20][CH2:19]2)=[CH:5][N:4]=1.[S:25]1[CH:29]=[CH:28][CH:27]=[C:26]1[S:30](Cl)(=[O:32])=[O:31].N1C=CC=CC=1.O, predict the reaction product. The product is: [CH3:1][O:2][C:3]1[C:8]([NH:9][S:30]([C:26]2[S:25][CH:29]=[CH:28][CH:27]=2)(=[O:32])=[O:31])=[CH:7][C:6]([C:10]#[C:11][C:12]2[C:13]([CH3:24])=[N:14][CH:15]=[N:16][C:17]=2[N:18]2[CH2:19][CH2:20][O:21][CH2:22][CH2:23]2)=[CH:5][N:4]=1.